From a dataset of Full USPTO retrosynthesis dataset with 1.9M reactions from patents (1976-2016). Predict the reactants needed to synthesize the given product. The reactants are: [F:1][C:2]1[CH:11]=[C:10]2[C:5]([C:6]([C:14]#[N:15])=[C:7]([OH:13])[N:8]=[C:9]2[SH:12])=[CH:4][CH:3]=1.[CH3:16]N(C=O)C.[OH-].[Na+].IC. Given the product [F:1][C:2]1[CH:11]=[C:10]2[C:5]([C:6]([C:14]#[N:15])=[C:7]([OH:13])[N:8]=[C:9]2[S:12][CH3:16])=[CH:4][CH:3]=1, predict the reactants needed to synthesize it.